This data is from Catalyst prediction with 721,799 reactions and 888 catalyst types from USPTO. The task is: Predict which catalyst facilitates the given reaction. (1) Reactant: Br[CH2:2][CH2:3][CH2:4][CH2:5][CH2:6][CH2:7][CH2:8][CH2:9][CH2:10][CH2:11][CH2:12][CH2:13][N:14]1[C:22](=[O:23])[C:21]2[C:16](=[CH:17][CH:18]=[CH:19][CH:20]=2)[C:15]1=[O:24].[CH2:25]([O:27][P:28]([O:32]CC)[O:29][CH2:30][CH3:31])[CH3:26]. Product: [O:24]=[C:15]1[C:16]2[C:21](=[CH:20][CH:19]=[CH:18][CH:17]=2)[C:22](=[O:23])[N:14]1[CH2:13][CH2:12][CH2:11][CH2:10][CH2:9][CH2:8][CH2:7][CH2:6][CH2:5][CH2:4][CH2:3][CH2:2][P:28](=[O:32])([O:29][CH2:30][CH3:31])[O:27][CH2:25][CH3:26]. The catalyst class is: 13. (2) Reactant: Cl[C:2]1[CH:14]2[CH:6]([NH:7][C:8]3[C:13]2=[CH:12][C:11]([O:15][CH3:16])=[C:10]([O:17][CH3:18])[CH:9]=3)[N:5]=[CH:4][N:3]=1.[NH:19]1[CH2:24][CH2:23][NH:22][CH2:21][CH2:20]1.N1C=CC=CC=1. Product: [CH3:16][O:15][C:11]1[CH:12]=[C:13]2[C:8](=[CH:9][C:10]=1[O:17][CH3:18])[NH:7][C:6]1[N:5]=[CH:4][N:3]=[C:2]([N:19]3[CH2:24][CH2:23][NH:22][CH2:21][CH2:20]3)[C:14]2=1. The catalyst class is: 12. (3) Reactant: [CH:1]12[CH2:10][CH:5]3[CH2:6][CH:7]([CH2:9][CH:3]([CH2:4]3)[C:2]1=O)[CH2:8]2.[C:12]1([OH:18])[CH:17]=[CH:16][CH:15]=[CH:14][CH:13]=1.[CH2:19](S)[CH2:20][CH2:21][CH2:22][CH2:23][CH3:24].[OH:26]S(O)(=O)=O. Product: [OH:18][C:12]1[CH:17]=[CH:16][C:15]([C:2]2([C:21]3[CH:22]=[CH:23][C:24]([OH:26])=[CH:19][CH:20]=3)[CH:3]3[CH2:9][CH:7]4[CH2:6][CH:5]([CH2:10][CH:1]2[CH2:8]4)[CH2:4]3)=[CH:14][CH:13]=1. The catalyst class is: 6.